This data is from Full USPTO retrosynthesis dataset with 1.9M reactions from patents (1976-2016). The task is: Predict the reactants needed to synthesize the given product. (1) Given the product [C:1]([O:5][C:6]([N:8]([CH2:25][C@H:26]1[CH2:35][CH2:34][C:33]2[C:28](=[CH:29][CH:30]=[C:31]([C:36]([OH:38])=[O:37])[CH:32]=2)[O:27]1)[CH2:9][C@@H:10]([C:12]1[CH:13]=[N:14][C:15]([N:18]2[C:22]([CH3:23])=[CH:21][CH:20]=[C:19]2[CH3:24])=[CH:16][CH:17]=1)[OH:11])=[O:7])([CH3:4])([CH3:2])[CH3:3], predict the reactants needed to synthesize it. The reactants are: [C:1]([O:5][C:6]([N:8]([CH2:25][C@H:26]1[CH2:35][CH2:34][C:33]2[C:28](=[CH:29][CH:30]=[C:31]([C:36]([O:38]CC)=[O:37])[CH:32]=2)[O:27]1)[CH2:9][C@@H:10]([C:12]1[CH:13]=[N:14][C:15]([N:18]2[C:22]([CH3:23])=[CH:21][CH:20]=[C:19]2[CH3:24])=[CH:16][CH:17]=1)[OH:11])=[O:7])([CH3:4])([CH3:3])[CH3:2].[OH-].[Na+]. (2) Given the product [Cl:32][C:33]1[C:34]2[C:44]([F:45])=[CH:43][CH:42]=[C:41]([F:46])[C:35]=2[S:36][C:37]=1[C:38]([N:6]([CH2:5][C:4]1[CH:22]=[C:23]([C:26]2[CH:31]=[CH:30][N:29]=[CH:28][CH:27]=2)[CH:24]=[CH:25][C:3]=1[CH2:1][CH3:2])[CH:7]1[CH2:8][CH2:9][CH:10]([N:13]([CH3:21])[C:14](=[O:20])[O:15][C:16]([CH3:19])([CH3:17])[CH3:18])[CH2:11][CH2:12]1)=[O:39], predict the reactants needed to synthesize it. The reactants are: [CH2:1]([C:3]1[CH:25]=[CH:24][C:23]([C:26]2[CH:31]=[CH:30][N:29]=[CH:28][CH:27]=2)=[CH:22][C:4]=1[CH2:5][NH:6][CH:7]1[CH2:12][CH2:11][CH:10]([N:13]([CH3:21])[C:14](=[O:20])[O:15][C:16]([CH3:19])([CH3:18])[CH3:17])[CH2:9][CH2:8]1)[CH3:2].[Cl:32][C:33]1[C:34]2[C:44]([F:45])=[CH:43][CH:42]=[C:41]([F:46])[C:35]=2[S:36][C:37]=1[C:38](Cl)=[O:39]. (3) Given the product [CH2:19]([O:26][C:27]1[CH:28]=[CH:29][C:30]([CH2:33][C:34]([NH:1][N:2]2[N:11]=[C:10]([N:12]3[CH2:17][CH2:16][O:15][CH2:14][CH2:13]3)[C:9]3[C:4](=[CH:5][CH:6]=[CH:7][CH:8]=3)[C:3]2=[O:18])=[O:35])=[CH:31][CH:32]=1)[C:20]1[CH:21]=[CH:22][CH:23]=[CH:24][CH:25]=1, predict the reactants needed to synthesize it. The reactants are: [NH2:1][N:2]1[N:11]=[C:10]([N:12]2[CH2:17][CH2:16][O:15][CH2:14][CH2:13]2)[C:9]2[C:4](=[CH:5][CH:6]=[CH:7][CH:8]=2)[C:3]1=[O:18].[CH2:19]([O:26][C:27]1[CH:32]=[CH:31][C:30]([CH2:33][C:34](O)=[O:35])=[CH:29][CH:28]=1)[C:20]1[CH:25]=[CH:24][CH:23]=[CH:22][CH:21]=1. (4) The reactants are: [CH3:1][CH:2]([C:5](=O)[C:6]1[CH:11]=[CH:10][CH:9]=[CH:8][CH:7]=1)[C:3]#[N:4].[NH2:13][NH2:14].CCO.CO. Given the product [CH3:1][C:2]1[C:5]([C:6]2[CH:11]=[CH:10][CH:9]=[CH:8][CH:7]=2)=[N:14][NH:13][C:3]=1[NH2:4], predict the reactants needed to synthesize it. (5) The reactants are: Cl[C:2]1[N:7]=[C:6]([NH2:8])[N:5]=[C:4]([NH:9][CH:10]2[CH2:12][CH2:11]2)[CH:3]=1.[F:13][C:14]1[CH:19]=[CH:18][C:17](B(O)O)=[C:16]([CH3:23])[C:15]=1[CH3:24]. Given the product [CH:10]1([NH:9][C:4]2[CH:3]=[C:2]([C:17]3[CH:18]=[CH:19][C:14]([F:13])=[C:15]([CH3:24])[C:16]=3[CH3:23])[N:7]=[C:6]([NH2:8])[N:5]=2)[CH2:12][CH2:11]1, predict the reactants needed to synthesize it.